This data is from Forward reaction prediction with 1.9M reactions from USPTO patents (1976-2016). The task is: Predict the product of the given reaction. Given the reactants [C:1]([O:5][C:6]([N:8]([CH3:14])[CH:9]([CH3:13])[C:10]([OH:12])=O)=[O:7])([CH3:4])([CH3:3])[CH3:2].Cl.[CH:16]1([NH:26][C:27]([CH:29]2[N:33]3[C:34](=[O:39])[CH:35]([NH2:38])[CH2:36][CH2:37][CH:32]3[S:31][CH2:30]2)=[O:28])[C:25]2[C:20](=[CH:21][CH:22]=[CH:23][CH:24]=2)[CH2:19][CH2:18][CH2:17]1.CN1CCOCC1.C(P1(=O)OP(CCC)(=O)OP(CCC)(=O)O1)CC, predict the reaction product. The product is: [C:1]([O:5][C:6](=[O:7])[N:8]([CH3:14])[CH:9]([C:10](=[O:12])[NH:38][CH:35]1[C:34](=[O:39])[N:33]2[CH:29]([C:27](=[O:28])[NH:26][CH:16]3[C:25]4[C:20](=[CH:21][CH:22]=[CH:23][CH:24]=4)[CH2:19][CH2:18][CH2:17]3)[CH2:30][S:31][CH:32]2[CH2:37][CH2:36]1)[CH3:13])([CH3:2])([CH3:3])[CH3:4].